Dataset: Full USPTO retrosynthesis dataset with 1.9M reactions from patents (1976-2016). Task: Predict the reactants needed to synthesize the given product. The reactants are: [C:1]([C:4]1([C:9]([NH:11][CH2:12][C:13]2[CH:18]=[CH:17][CH:16]=[CH:15][CH:14]=2)=[O:10])[CH2:8][CH2:7][CH2:6][CH2:5]1)(=[O:3])[CH3:2].C1C(=O)N([Br:26])C(=O)C1.CC1C=CC(S(O)(=O)=O)=CC=1. Given the product [CH2:12]([NH:11][C:9]([C:4]1([C:1](=[O:3])[CH2:2][Br:26])[CH2:8][CH2:7][CH2:6][CH2:5]1)=[O:10])[C:13]1[CH:14]=[CH:15][CH:16]=[CH:17][CH:18]=1, predict the reactants needed to synthesize it.